From a dataset of Catalyst prediction with 721,799 reactions and 888 catalyst types from USPTO. Predict which catalyst facilitates the given reaction. (1) Reactant: C1(P(C2C=CC=CC=2)C2C=CC=CC=2)C=CC=CC=1.CC(OC(/N=N/C(OC(C)C)=O)=O)C.[Br:34][C:35]1[CH:36]=[CH:37][C:38]([O:42][CH3:43])=[C:39]([OH:41])[CH:40]=1.[CH3:44][N:45]1[CH2:50][CH2:49][CH:48](O)[CH2:47][CH2:46]1. Product: [Br:34][C:35]1[CH:36]=[CH:37][C:38]([O:42][CH3:43])=[C:39]([CH:40]=1)[O:41][CH:48]1[CH2:49][CH2:50][N:45]([CH3:44])[CH2:46][CH2:47]1. The catalyst class is: 11. (2) Reactant: [C:1]([O:9][CH2:10][CH3:11])(=[O:8])[CH2:2][C:3]([O:5][CH2:6][CH3:7])=[O:4].[H-].[Na+].Br[CH2:15][C:16]#[C:17][CH3:18].Cl. Product: [CH2:15]([CH:2]([C:3]([O:5][CH2:6][CH3:7])=[O:4])[C:1]([O:9][CH2:10][CH3:11])=[O:8])[C:16]#[C:17][CH3:18]. The catalyst class is: 1.